This data is from Forward reaction prediction with 1.9M reactions from USPTO patents (1976-2016). The task is: Predict the product of the given reaction. (1) Given the reactants [F:1][C:2]([F:12])([F:11])[C:3]1[CH:10]=[CH:9][CH:8]=[CH:7][C:4]=1[C:5]#[N:6].Cl.[C:14](=[O:17])([O-])O.[Na+].[CH3:19][OH:20], predict the reaction product. The product is: [OH:20][C@H:19]1[C@H:5]([CH3:4])[N:6]([C:9]2[CH:8]=[CH:7][C:4]([C:5]#[N:6])=[C:3]([C:2]([F:11])([F:12])[F:1])[CH:10]=2)[C:14](=[O:17])[C:3]1([CH3:10])[CH3:2]. (2) Given the reactants [CH3:1][C:2]1[C:3]2[CH:4]=[C:5]([OH:35])[CH:6]=[CH:7][C:8]=2[N:9]([CH2:18][C:19]2[CH:20]=[CH:21][C:22]([O:25][CH2:26][CH2:27][N:28]3[CH2:34][CH2:33][CH2:32][CH2:31][CH2:30][CH2:29]3)=[CH:23][CH:24]=2)[C:10]=1[C:11]1[CH:12]=[CH:13][C:14]([OH:17])=[CH:15][CH:16]=1.[CH2:36]([OH:38])[CH3:37], predict the reaction product. The product is: [CH3:1][C:2]1[C:3]2[CH:4]=[C:5]([OH:35])[CH:6]=[CH:7][C:8]=2[N:9]([CH2:18][C:19]2[CH:24]=[CH:23][C:22]([O:25][CH2:26][CH2:27][N:28]3[CH2:29][CH2:30][CH2:31][CH2:32][CH2:33][CH2:34]3)=[CH:21][CH:20]=2)[C:10]=1[C:11]1[CH:12]=[CH:13][C:14]([OH:17])=[CH:15][CH:16]=1.[CH3:37][C:36]([OH:17])=[O:38]. (3) Given the reactants Cl[CH2:2][C:3]1[O:7][C:6]([C@H:8]2[CH2:13][CH2:12][C@H:11]([C:14]([O:16][CH3:17])=[O:15])[CH2:10][CH2:9]2)=[N:5][N:4]=1.C(=O)([O-])[O-].[K+].[K+].[CH3:24][NH:25][CH3:26], predict the reaction product. The product is: [CH3:24][N:25]([CH2:2][C:3]1[O:7][C:6]([C@H:8]2[CH2:13][CH2:12][C@H:11]([C:14]([O:16][CH3:17])=[O:15])[CH2:10][CH2:9]2)=[N:5][N:4]=1)[CH3:26]. (4) Given the reactants C(Cl)(=O)C(Cl)=O.CS(C)=O.[Cl:11][C:12]1[CH:17]=[C:16]([CH2:18][OH:19])[CH:15]=[C:14]([Cl:20])[C:13]=1[C:21]1[CH:26]=[CH:25][C:24]([F:27])=[CH:23][CH:22]=1.CCN(C(C)C)C(C)C, predict the reaction product. The product is: [Cl:11][C:12]1[CH:17]=[C:16]([CH:18]=[O:19])[CH:15]=[C:14]([Cl:20])[C:13]=1[C:21]1[CH:26]=[CH:25][C:24]([F:27])=[CH:23][CH:22]=1. (5) Given the reactants [CH2:1]([C@H:8]1[CH2:12][O:11][C:10](=[O:13])[N:9]1[C:14](=[O:29])[CH2:15][CH2:16][C:17]1[CH:22]=[CH:21][C:20]([C:23]2[CH:28]=[CH:27][CH:26]=[CH:25][CH:24]=2)=[CH:19][CH:18]=1)[C:2]1[CH:7]=[CH:6][CH:5]=[CH:4][CH:3]=1.Br[CH2:31][C:32]([O:34][C:35]([CH3:38])([CH3:37])[CH3:36])=[O:33], predict the reaction product. The product is: [CH2:1]([C@H:8]1[CH2:12][O:11][C:10](=[O:13])[N:9]1[C:14](=[O:29])[C@H:15]([CH2:16][C:17]1[CH:18]=[CH:19][C:20]([C:23]2[CH:28]=[CH:27][CH:26]=[CH:25][CH:24]=2)=[CH:21][CH:22]=1)[CH2:31][C:32]([O:34][C:35]([CH3:38])([CH3:37])[CH3:36])=[O:33])[C:2]1[CH:3]=[CH:4][CH:5]=[CH:6][CH:7]=1.